Regression. Given two drug SMILES strings and cell line genomic features, predict the synergy score measuring deviation from expected non-interaction effect. From a dataset of NCI-60 drug combinations with 297,098 pairs across 59 cell lines. (1) Drug 1: C1C(C(OC1N2C=NC3=C(N=C(N=C32)Cl)N)CO)O. Drug 2: CC1=C2C(C(=O)C3(C(CC4C(C3C(C(C2(C)C)(CC1OC(=O)C(C(C5=CC=CC=C5)NC(=O)OC(C)(C)C)O)O)OC(=O)C6=CC=CC=C6)(CO4)OC(=O)C)O)C)O. Synergy scores: CSS=51.2, Synergy_ZIP=-3.16, Synergy_Bliss=-6.27, Synergy_Loewe=-6.71, Synergy_HSA=-5.14. Cell line: UACC62. (2) Drug 1: CC12CCC(CC1=CCC3C2CCC4(C3CC=C4C5=CN=CC=C5)C)O. Drug 2: C1CC(C1)(C(=O)O)C(=O)O.[NH2-].[NH2-].[Pt+2]. Cell line: SR. Synergy scores: CSS=76.9, Synergy_ZIP=-0.294, Synergy_Bliss=1.39, Synergy_Loewe=2.76, Synergy_HSA=4.00. (3) Drug 1: C1CCC(CC1)NC(=O)N(CCCl)N=O. Drug 2: C1=NC2=C(N1)C(=S)N=C(N2)N. Cell line: SW-620. Synergy scores: CSS=17.5, Synergy_ZIP=-8.41, Synergy_Bliss=-0.246, Synergy_Loewe=-5.70, Synergy_HSA=0.190. (4) Drug 1: CC1=C2C(C(=O)C3(C(CC4C(C3C(C(C2(C)C)(CC1OC(=O)C(C(C5=CC=CC=C5)NC(=O)OC(C)(C)C)O)O)OC(=O)C6=CC=CC=C6)(CO4)OC(=O)C)OC)C)OC. Drug 2: C1CCC(CC1)NC(=O)N(CCCl)N=O. Cell line: SF-295. Synergy scores: CSS=52.4, Synergy_ZIP=-2.02, Synergy_Bliss=-3.41, Synergy_Loewe=0.0295, Synergy_HSA=2.78. (5) Drug 1: C1=CC=C(C(=C1)C(C2=CC=C(C=C2)Cl)C(Cl)Cl)Cl. Drug 2: CCN(CC)CCCC(C)NC1=C2C=C(C=CC2=NC3=C1C=CC(=C3)Cl)OC. Cell line: RPMI-8226. Synergy scores: CSS=21.8, Synergy_ZIP=-3.20, Synergy_Bliss=0.977, Synergy_Loewe=-6.03, Synergy_HSA=0.518. (6) Drug 1: CN(C)N=NC1=C(NC=N1)C(=O)N. Drug 2: CC1C(C(CC(O1)OC2CC(CC3=C2C(=C4C(=C3O)C(=O)C5=C(C4=O)C(=CC=C5)OC)O)(C(=O)CO)O)N)O.Cl. Cell line: NCI-H226. Synergy scores: CSS=50.6, Synergy_ZIP=2.44, Synergy_Bliss=3.19, Synergy_Loewe=-29.7, Synergy_HSA=4.48. (7) Drug 1: CC1=CC2C(CCC3(C2CCC3(C(=O)C)OC(=O)C)C)C4(C1=CC(=O)CC4)C. Drug 2: C1=CN(C(=O)N=C1N)C2C(C(C(O2)CO)O)O.Cl. Cell line: SW-620. Synergy scores: CSS=40.7, Synergy_ZIP=0.385, Synergy_Bliss=0.113, Synergy_Loewe=-63.0, Synergy_HSA=-1.95.